This data is from Full USPTO retrosynthesis dataset with 1.9M reactions from patents (1976-2016). The task is: Predict the reactants needed to synthesize the given product. Given the product [C:22]([Si:19]([CH3:21])([CH3:20])[O:13][CH2:12][CH2:11][CH2:10][CH2:9][CH2:8][CH2:7][C:1]1[CH:6]=[CH:5][CH:4]=[CH:3][CH:2]=1)([CH3:25])([CH3:24])[CH3:23], predict the reactants needed to synthesize it. The reactants are: [C:1]1([CH2:7][CH2:8][CH2:9][CH2:10][CH2:11][CH2:12][OH:13])[CH:6]=[CH:5][CH:4]=[CH:3][CH:2]=1.N1C=CN=C1.[Si:19](Cl)([C:22]([CH3:25])([CH3:24])[CH3:23])([CH3:21])[CH3:20].C(=O)(O)[O-].[Na+].